The task is: Predict the reaction yield, written as a fraction of the theoretical maximum amount of product (1.0 means a 100% yield; for example, 0.34 means a 34% yield).. This data is from Reaction yield outcomes from USPTO patents with 853,638 reactions. (1) The reactants are O=C1C2C(=CC=CC=2)[C:4](=[O:11])[N:3]1[CH2:12][C:13]1[CH:20]=[C:19]([CH3:21])[C:16]([C:17]#[N:18])=[C:15]([O:22][CH3:23])[N:14]=1.O.NN.[CH3:27][C:28]([O:31]C(OC([O:31][C:28]([CH3:30])([CH3:29])[CH3:27])=O)=O)([CH3:30])[CH3:29]. The catalyst is C(O)C. The product is [C:17]([C:16]1[C:19]([CH3:21])=[CH:20][C:13]([CH2:12][NH:3][C:4](=[O:11])[O:31][C:28]([CH3:30])([CH3:29])[CH3:27])=[N:14][C:15]=1[O:22][CH3:23])#[N:18]. The yield is 0.749. (2) The reactants are [NH2:1][C:2]1[C:3](=[O:24])[NH:4][C:5]2[C:11]([O:12][C:13]3[C:22]4[C:17](=[CH:18][CH:19]=[CH:20][CH:21]=4)[C:16]([NH2:23])=[CH:15][CH:14]=3)=[CH:10][CH:9]=[N:8][C:6]=2[N:7]=1.[F:25][C:26]1[CH:31]=[CH:30][C:29]([C:32]([F:35])([F:34])[F:33])=[CH:28][C:27]=1[N:36]=[C:37]=[O:38]. No catalyst specified. The product is [NH2:1][C:2]1[C:3](=[O:24])[NH:4][C:5]2[C:11]([O:12][C:13]3[C:22]4[C:17](=[CH:18][CH:19]=[CH:20][CH:21]=4)[C:16]([NH:23][C:37]([NH:36][C:27]4[CH:28]=[C:29]([C:32]([F:33])([F:35])[F:34])[CH:30]=[CH:31][C:26]=4[F:25])=[O:38])=[CH:15][CH:14]=3)=[CH:10][CH:9]=[N:8][C:6]=2[N:7]=1. The yield is 0.380. (3) The reactants are BrCCC[C:5]1[CH:15]=[CH:14][CH:13]=[C:7]2[C:8]([NH:10][C:11](=[O:12])[C:6]=12)=[O:9].[CH:16](N(CC)C(C)C)([CH3:18])[CH3:17].[CH3:25][O:26][C:27]1[CH:58]=[C:57]([O:59][CH3:60])[CH:56]=[CH:55][C:28]=1[CH2:29][NH:30][C:31]1[C:32]2[CH:39]=[CH:38][N:37]([C@H:40]3[C@H:47]4[C@H:43]([O:44][C:45]([CH3:49])([CH3:48])[O:46]4)[C@@H:42]([CH2:50][NH:51][CH:52]([CH3:54])[CH3:53])[O:41]3)[C:33]=2[N:34]=[CH:35][N:36]=1. The catalyst is [I-].C([N+](CCCC)(CCCC)CCCC)CCC.C(#N)CC.C(OCC)(=O)C. The product is [CH3:25][O:26][C:27]1[CH:58]=[C:57]([O:59][CH3:60])[CH:56]=[CH:55][C:28]=1[CH2:29][NH:30][C:31]1[C:32]2[CH:39]=[CH:38][N:37]([C@H:40]3[C@@H:47]4[O:46][C:45]([CH3:48])([CH3:49])[O:44][C@@H:43]4[C@@H:42]([CH2:50][N:51]([CH:52]([CH3:54])[CH3:53])[CH2:17][CH2:16][CH2:18][N:10]4[C:11](=[O:12])[C:6]5[C:7](=[CH:13][CH:14]=[CH:15][CH:5]=5)[C:8]4=[O:9])[O:41]3)[C:33]=2[N:34]=[CH:35][N:36]=1. The yield is 0.720.